The task is: Predict the product of the given reaction.. This data is from Forward reaction prediction with 1.9M reactions from USPTO patents (1976-2016). (1) Given the reactants [C:1]([C:5]1[N:9]([CH2:10][CH:11]2[CH2:16][CH2:15][O:14][CH2:13][CH2:12]2)[C:8]2[CH:17]=[CH:18][C:19]([S:21](Cl)(=[O:23])=[O:22])=[CH:20][C:7]=2[N:6]=1)([CH3:4])([CH3:3])[CH3:2].Cl.[CH3:26][NH:27][O:28][CH3:29], predict the reaction product. The product is: [C:1]([C:5]1[N:9]([CH2:10][CH:11]2[CH2:16][CH2:15][O:14][CH2:13][CH2:12]2)[C:8]2[CH:17]=[CH:18][C:19]([S:21]([N:27]([O:28][CH3:29])[CH3:26])(=[O:23])=[O:22])=[CH:20][C:7]=2[N:6]=1)([CH3:4])([CH3:3])[CH3:2]. (2) Given the reactants FC(F)(F)C(O)=O.[O:8]=[C:9]([S:27][C:28]1[CH:33]=[CH:32][CH:31]=[CH:30][CH:29]=1)[CH2:10][CH2:11][C@H:12]([NH:20][C:21](=[O:26])[CH2:22][CH2:23][CH:24]=[CH2:25])[C:13]([O:15][C:16](C)(C)[CH3:17])=[O:14].C([N:36](C(C)C)C(C)C)C.O, predict the reaction product. The product is: [O:8]=[C:9]([S:27][C:28]1[CH:33]=[CH:32][CH:31]=[CH:30][CH:29]=1)[CH2:10][CH2:11][C@H:12]([NH:20][C:21](=[O:26])[CH2:22][CH2:23][CH:24]=[CH2:25])[C:13]([O:15][CH2:16][C:17]#[N:36])=[O:14].